Dataset: Reaction yield outcomes from USPTO patents with 853,638 reactions. Task: Predict the reaction yield, written as a fraction of the theoretical maximum amount of product (1.0 means a 100% yield; for example, 0.34 means a 34% yield). The reactants are [C:1]([C:9]12[N:15](C(OC(C)(C)C)=O)[CH:12]([CH2:13][CH2:14]1)[CH2:11][CH2:10]2)(=[O:8])[C:2]1[CH:7]=[CH:6][CH:5]=[CH:4][CH:3]=1.[ClH:23]. The catalyst is O1CCOCC1. The product is [ClH:23].[C:9]12([C:1]([C:2]3[CH:3]=[CH:4][CH:5]=[CH:6][CH:7]=3)=[O:8])[NH:15][CH:12]([CH2:13][CH2:14]1)[CH2:11][CH2:10]2. The yield is 0.860.